This data is from Experimentally validated miRNA-target interactions with 360,000+ pairs, plus equal number of negative samples. The task is: Binary Classification. Given a miRNA mature sequence and a target amino acid sequence, predict their likelihood of interaction. The miRNA is rno-miR-494-3p with sequence UGAAACAUACACGGGAAACCUCU. The protein sequence of the target gene is MLGVKGNYLLPADCAHRLVAELQGALDSCADRQRQLERSLRVSRRLLQVWEPARTPSPVPETKEEDPSPACAPSSQDLEELELLTQALEKAVRVRKGVSNAGQRDRTPTLTSKAATSGAAAASHPRAPSRGGSRVLGTRSTKGIQRATAPPKDYPEHRLRSKGDKTHVRTQDQTTGYGPDLRDQQMTPSSAHHTTELFALKEKGTLLQLPEDFRKAVSRNSCLWAQLNSARTNDSTDATRAAKTQFLHKLQMASGCSSHRPSATEVEAHARILRKACMLLRLRMQKELAIAPTDWMQEYR.... Result: 0 (no interaction).